From a dataset of Forward reaction prediction with 1.9M reactions from USPTO patents (1976-2016). Predict the product of the given reaction. (1) Given the reactants [Cl:1][C:2]1[C:3]([F:12])=[CH:4][C:5]([F:11])=[C:6]([CH:10]=1)[C:7](O)=[O:8].C(N1C=CN=C1)(N1C=CN=C1)=O.[CH3:25][N:26]([CH3:31])[S:27]([NH2:30])(=[O:29])=[O:28].N12CCCN=C1CCCCC2, predict the reaction product. The product is: [Cl:1][C:2]1[C:3]([F:12])=[CH:4][C:5]([F:11])=[C:6]([CH:10]=1)[C:7]([NH:30][S:27](=[O:29])(=[O:28])[N:26]([CH3:31])[CH3:25])=[O:8]. (2) The product is: [CH3:1][CH:2]([CH3:14])[C:3]([O:5][CH:6]([O:8][C:9]([Cl:18])=[O:10])[CH3:7])=[O:4]. Given the reactants [CH3:1][CH:2]([CH3:14])[C:3]([O:5][CH:6]([O:8][C:9](SCC)=[O:10])[CH3:7])=[O:4].S(Cl)([Cl:18])(=O)=O, predict the reaction product.